This data is from Catalyst prediction with 721,799 reactions and 888 catalyst types from USPTO. The task is: Predict which catalyst facilitates the given reaction. (1) Reactant: [I:1][C:2]1[CH:3]=[C:4]2[C:9](=[CH:10][C:11]=1[CH2:12][CH2:13][C:14]([O:16]CC)=[O:15])[NH:8][C:7](=[O:19])[CH2:6][CH2:5]2.[OH-].[Na+].Cl.O. Product: [I:1][C:2]1[CH:3]=[C:4]2[C:9](=[CH:10][C:11]=1[CH2:12][CH2:13][C:14]([OH:16])=[O:15])[NH:8][C:7](=[O:19])[CH2:6][CH2:5]2. The catalyst class is: 8. (2) Reactant: [NH:1]1[CH2:6][CH2:5][O:4][CH2:3][CH2:2]1.[C:7]([N:10]1[C:19]2[C:14](=[CH:15][C:16](Br)=[CH:17][CH:18]=2)[C@H:13]([NH:21]C(=O)OCC2C=CC=CC=2)[C@@H:12]([CH3:32])[C@@H:11]1[CH:33]1CC1)(=[O:9])[CH3:8].C(N1C2C(=CC(Br)=CC=2)[C@H](NC(=O)OCC2C=CC=CC=2)[C@@H](C)[C@@H]1C)(=O)C.CN(C1C(C2C(P(C3CCCCC3)C3CCCCC3)=CC=CC=2)=CC=CC=1)C.CC(C)([O-])C.[Na+]. Product: [NH2:21][C@H:13]1[C:14]2[C:19](=[CH:18][CH:17]=[C:16]([N:1]3[CH2:6][CH2:5][O:4][CH2:3][CH2:2]3)[CH:15]=2)[N:10]([C:7](=[O:9])[CH3:8])[C@@H:11]([CH3:33])[C@@H:12]1[CH3:32]. The catalyst class is: 62.